This data is from Forward reaction prediction with 1.9M reactions from USPTO patents (1976-2016). The task is: Predict the product of the given reaction. Given the reactants C(O)(=O)C.[C:5]([CH:8]1[CH2:13][CH2:12][N:11]([C:14]([O:16][C:17]([CH3:20])([CH3:19])[CH3:18])=[O:15])[CH2:10][CH:9]1[OH:21])(=[NH:7])[NH2:6].C[O-].[Na+].[CH2:25]([O:32][C:33](=[CH:36]N(C)C)[CH:34]=O)[C:26]1[CH:31]=[CH:30][CH:29]=[CH:28][CH:27]=1, predict the reaction product. The product is: [CH2:25]([O:32][C:33]1[CH:34]=[N:7][C:5]([CH:8]2[CH2:13][CH2:12][N:11]([C:14]([O:16][C:17]([CH3:18])([CH3:20])[CH3:19])=[O:15])[CH2:10][CH:9]2[OH:21])=[N:6][CH:36]=1)[C:26]1[CH:31]=[CH:30][CH:29]=[CH:28][CH:27]=1.